From a dataset of Reaction yield outcomes from USPTO patents with 853,638 reactions. Predict the reaction yield, written as a fraction of the theoretical maximum amount of product (1.0 means a 100% yield; for example, 0.34 means a 34% yield). (1) The reactants are [Cl:1][C:2]1[CH:3]=[C:4](B(O)O)[CH:5]=[CH:6][CH:7]=1.[NH2:11][C:12]1[N:13]=[C:14]([N:23]2[CH2:28][CH2:27][N:26]([C:29](=[O:39])[CH2:30][O:31][C:32]3[CH:37]=[CH:36][C:35]([Cl:38])=[CH:34][CH:33]=3)[CH2:25][CH2:24]2)[C:15]2[N:21]=[C:20](Cl)[CH:19]=[CH:18][C:16]=2[N:17]=1. No catalyst specified. The product is [NH2:11][C:12]1[N:13]=[C:14]([N:23]2[CH2:24][CH2:25][N:26]([C:29](=[O:39])[CH2:30][O:31][C:32]3[CH:37]=[CH:36][C:35]([Cl:38])=[CH:34][CH:33]=3)[CH2:27][CH2:28]2)[C:15]2[N:21]=[C:20]([C:4]3[CH:5]=[CH:6][CH:7]=[C:2]([Cl:1])[CH:3]=3)[CH:19]=[CH:18][C:16]=2[N:17]=1. The yield is 0.790. (2) The reactants are [CH:1]1([CH2:4]Br)C[CH2:2]1.CCN(CC)CC.[CH3:13][N:14]1[C@@H:24]2[CH2:25][C:26]3[CH:31]=[CH:30][C:29]([OH:32])=[C:28]4[O:33][C@H:18]5[C:19]([CH:21]=[CH:22][C@:23]2([OH:34])[C@:17]5([C:27]=34)[CH2:16][CH2:15]1)=[O:20]. The catalyst is CN1CCCC1=O.ClCCl. The product is [CH:31]1[C:26]2[CH2:25][C@H:24]3[N:14]([CH2:13][CH:1]4[CH2:4][CH2:2]4)[CH2:15][CH2:16][C@:17]45[C@H:18]([C:19]([CH2:21][CH2:22][C@@:23]34[OH:34])=[O:20])[O:33][C:28]([C:27]=25)=[C:29]([OH:32])[CH:30]=1. The yield is 0.870. (3) The reactants are C[Si]([N-][Si](C)(C)C)(C)C.[Na+].[O:11]=[C:12]1[CH2:20][C:19]2[C:18]([C:21]#[N:22])=[CH:17][CH:16]=[CH:15][C:14]=2[NH:13]1.Cl.[CH2:24]([N:31]([CH2:35][CH2:36]Cl)[CH2:32][CH2:33]Cl)[C:25]1[CH:30]=[CH:29][CH:28]=[CH:27][CH:26]=1. The catalyst is C1COCC1. The product is [CH2:24]([N:31]1[CH2:35][CH2:36][C:20]2([C:19]3[C:18]([C:21]#[N:22])=[CH:17][CH:16]=[CH:15][C:14]=3[NH:13][C:12]2=[O:11])[CH2:33][CH2:32]1)[C:25]1[CH:30]=[CH:29][CH:28]=[CH:27][CH:26]=1. The yield is 0.500.